This data is from Full USPTO retrosynthesis dataset with 1.9M reactions from patents (1976-2016). The task is: Predict the reactants needed to synthesize the given product. (1) Given the product [CH3:16][O:15][C:12]1[CH:13]=[CH:14][C:9]([NH:8][C:4]2[N:5]=[CH:6][N:7]=[C:2]([NH:20][CH2:19][CH2:17][OH:18])[CH:3]=2)=[CH:10][CH:11]=1, predict the reactants needed to synthesize it. The reactants are: Cl[C:2]1[N:7]=[CH:6][N:5]=[C:4]([NH:8][C:9]2[CH:14]=[CH:13][C:12]([O:15][CH3:16])=[CH:11][CH:10]=2)[CH:3]=1.[CH2:17]([CH2:19][NH2:20])[OH:18].CCN(C(C)C)C(C)C. (2) Given the product [F:19][CH:20]([F:30])[C:2]1[CH:7]=[CH:6][CH:5]=[CH:4][C:3]=1[C:11]1[S:12][CH:13]=[C:14]([C:16]([OH:18])=[O:17])[N:15]=1, predict the reactants needed to synthesize it. The reactants are: F[C:2]1[CH:7]=[C:6](OC)[CH:5]=[C:4](F)[C:3]=1[C:11]1[S:12][CH:13]=[C:14]([C:16]([OH:18])=[O:17])[N:15]=1.[F:19][CH:20]([F:30])C1C=CC=CC=1B(O)O. (3) The reactants are: [Br:1][C:2]1[CH:3]=[C:4]2[C:8](=[CH:9][CH:10]=1)[NH:7][CH2:6][CH2:5]2.Cl.Cl[CH2:13][CH2:14][N:15]1[CH2:19][CH2:18][CH2:17][CH2:16]1.C(N(C(C)C)C(C)C)C. Given the product [Br:1][C:2]1[CH:3]=[C:4]2[C:8](=[CH:9][CH:10]=1)[N:7]([CH2:13][CH2:14][N:15]1[CH2:19][CH2:18][CH2:17][CH2:16]1)[CH2:6][CH2:5]2, predict the reactants needed to synthesize it. (4) Given the product [Br:6][C:7]1[CH:19]=[C:18]([F:20])[CH:17]=[CH:16][C:8]=1[O:9][CH:10]1[CH2:11][CH2:12][N:13]([S:2]([CH3:1])(=[O:4])=[O:3])[CH2:14][CH2:15]1, predict the reactants needed to synthesize it. The reactants are: [CH3:1][S:2](Cl)(=[O:4])=[O:3].[Br:6][C:7]1[CH:19]=[C:18]([F:20])[CH:17]=[CH:16][C:8]=1[O:9][CH:10]1[CH2:15][CH2:14][NH:13][CH2:12][CH2:11]1.C(N(CC)CC)C.